Dataset: Forward reaction prediction with 1.9M reactions from USPTO patents (1976-2016). Task: Predict the product of the given reaction. (1) Given the reactants [CH3:1][C:2]1[CH:7]=[C:6]([CH3:8])[CH:5]=[C:4]([CH3:9])[C:3]=1[OH:10].[H-].[Na+].Cl[C:14]1[C:19]([CH3:20])=[C:18]([Cl:21])[CH:17]=[C:16]([CH3:22])[N+:15]=1[O-:23], predict the reaction product. The product is: [Cl:21][C:18]1[C:19]([CH3:20])=[C:14]([O:10][C:3]2[C:4]([CH3:9])=[CH:5][C:6]([CH3:8])=[CH:7][C:2]=2[CH3:1])[N+:15]([O-:23])=[C:16]([CH3:22])[CH:17]=1. (2) The product is: [N:1]([C:4]1[C:9]([Cl:10])=[CH:8][N:7]=[CH:6][C:5]=1/[CH:11]=[N:13]/[C:14]1[C:15]([Cl:23])=[CH:16][C:17]([C:18]#[N:19])=[CH:20][C:21]=1[Cl:22])=[N+:2]=[N-:3]. Given the reactants [N:1]([C:4]1[C:9]([Cl:10])=[CH:8][N:7]=[CH:6][C:5]=1[CH:11]=O)=[N+:2]=[N-:3].[NH2:13][C:14]1[C:21]([Cl:22])=[CH:20][C:17]([C:18]#[N:19])=[CH:16][C:15]=1[Cl:23].C(N(CC)CC)C, predict the reaction product. (3) Given the reactants [C:1]([O:5][C:6]([NH:8][C@H:9]([C:25]([O:27]CC(F)(F)F)=[O:26])[CH2:10][C:11]1[CH:16]=[CH:15][CH:14]=[C:13]([O:17][C:18]([F:21])([F:20])[F:19])[C:12]=1[N+:22]([O-:24])=[O:23])=[O:7])([CH3:4])([CH3:3])[CH3:2].O.C(N(CC)CC)C.O(C(OC(C)(C)C)=O)C(OC(C)(C)C)=O, predict the reaction product. The product is: [C:1]([O:5][C:6]([NH:8][C@H:9]([C:25]([OH:27])=[O:26])[CH2:10][C:11]1[CH:16]=[CH:15][CH:14]=[C:13]([O:17][C:18]([F:21])([F:20])[F:19])[C:12]=1[N+:22]([O-:24])=[O:23])=[O:7])([CH3:4])([CH3:2])[CH3:3]. (4) Given the reactants [C:1]([C:11]1[S:12][C:13]([C:27]([CH3:30])([CH3:29])[CH3:28])=[CH:14][C:15]=1[NH:16][C:17]([NH:19][C:20]1[CH:25]=[CH:24][C:23]([CH3:26])=[CH:22][CH:21]=1)=[O:18])([O:3]CC1C=CC=CC=1)=[O:2], predict the reaction product. The product is: [C:1]([C:11]1[S:12][C:13]([C:27]([CH3:30])([CH3:29])[CH3:28])=[CH:14][C:15]=1[NH:16][C:17]([NH:19][C:20]1[CH:25]=[CH:24][C:23]([CH3:26])=[CH:22][CH:21]=1)=[O:18])([OH:3])=[O:2]. (5) Given the reactants Br[C:2]1[CH:7]=[CH:6][C:5]([CH:8]2[CH2:13][CH2:12][N:11]([S:14]([CH3:17])(=[O:16])=[O:15])[CH2:10][CH2:9]2)=[CH:4][CH:3]=1.[B:18]1([B:18]2[O:22][C:21]([CH3:24])([CH3:23])[C:20]([CH3:26])([CH3:25])[O:19]2)[O:22][C:21]([CH3:24])([CH3:23])[C:20]([CH3:26])([CH3:25])[O:19]1.C([O-])(=O)C.[K+].N#N, predict the reaction product. The product is: [CH3:17][S:14]([N:11]1[CH2:12][CH2:13][CH:8]([C:5]2[CH:6]=[CH:7][C:2]([B:18]3[O:22][C:21]([CH3:24])([CH3:23])[C:20]([CH3:26])([CH3:25])[O:19]3)=[CH:3][CH:4]=2)[CH2:9][CH2:10]1)(=[O:16])=[O:15]. (6) Given the reactants [Cl:1][C:2]1[CH:7]=[C:6]([NH:8][NH2:9])[CH:5]=[C:4]([Cl:10])[N:3]=1.CO/[CH:13]=[CH:14]/[C:15](=O)[CH3:16].C1(C)C=CC(S(O)(=O)=O)=CC=1, predict the reaction product. The product is: [Cl:1][C:2]1[CH:7]=[C:6]([N:8]2[C:15]([CH3:16])=[CH:14][CH:13]=[N:9]2)[CH:5]=[C:4]([Cl:10])[N:3]=1. (7) Given the reactants C([O:3][C:4](=[O:49])[CH2:5][CH2:6][CH2:7][O:8][C:9]1[CH:14]=[CH:13][CH:12]=[C:11]([CH2:15][CH2:16][CH2:17][CH2:18][CH2:19][CH2:20][O:21][C:22]2[CH:27]=[C:26]([S:28]([CH3:31])(=[O:30])=[O:29])[CH:25]=[C:24]([C:32]3[CH:41]=[CH:40][C:35]4[O:36][CH2:37][CH2:38][O:39][C:34]=4[CH:33]=3)[CH:23]=2)[C:10]=1[CH2:42][CH2:43][C:44]([O:46]CC)=[O:45])C.[OH-].[Na+], predict the reaction product. The product is: [C:44]([CH2:43][CH2:42][C:10]1[C:11]([CH2:15][CH2:16][CH2:17][CH2:18][CH2:19][CH2:20][O:21][C:22]2[CH:27]=[C:26]([S:28]([CH3:31])(=[O:29])=[O:30])[CH:25]=[C:24]([C:32]3[CH:41]=[CH:40][C:35]4[O:36][CH2:37][CH2:38][O:39][C:34]=4[CH:33]=3)[CH:23]=2)=[CH:12][CH:13]=[CH:14][C:9]=1[O:8][CH2:7][CH2:6][CH2:5][C:4]([OH:49])=[O:3])([OH:46])=[O:45]. (8) The product is: [F:33][C:23]1[CH:22]=[C:21]([CH:26]=[C:25]([C:27]2[CH:32]=[CH:31][N:30]=[CH:29][CH:28]=2)[CH:24]=1)/[CH:20]=[CH:19]/[C:16]1[CH:15]=[CH:14][C:13]([N:10]2[CH2:9][CH2:8][N:7]([S:4]([CH:1]([CH3:3])[CH3:2])(=[O:6])=[O:5])[CH2:12][CH2:11]2)=[CH:18][CH:17]=1. Given the reactants [CH:1]1([S:4]([N:7]2[CH2:12][CH2:11][N:10]([C:13]3[CH:18]=[CH:17][C:16](/[CH:19]=[CH:20]/[C:21]4[CH:26]=[C:25]([C:27]5[CH:32]=[CH:31][N:30]=[CH:29][CH:28]=5)[CH:24]=[C:23]([F:33])[CH:22]=4)=[CH:15][CH:14]=3)[CH2:9][CH2:8]2)(=[O:6])=[O:5])[CH2:3][CH2:2]1.C(S(Cl)(=O)=O)(C)C, predict the reaction product.